Dataset: Reaction yield outcomes from USPTO patents with 853,638 reactions. Task: Predict the reaction yield, written as a fraction of the theoretical maximum amount of product (1.0 means a 100% yield; for example, 0.34 means a 34% yield). (1) The reactants are [CH3:1][C:2]1([CH3:16])[O:6][C@@H:5]([C:7]2[CH:12]=[CH:11][C:10]([N+:13]([O-])=O)=[CH:9][CH:8]=2)[CH2:4][O:3]1.[H][H]. The yield is 1.00. The catalyst is [Pd].CO. The product is [CH3:1][C:2]1([CH3:16])[O:6][C@@H:5]([C:7]2[CH:12]=[CH:11][C:10]([NH2:13])=[CH:9][CH:8]=2)[CH2:4][O:3]1. (2) The product is [F:1][C:2]1[CH:3]=[CH:4][C:5]([C:8]2([C:13]([N:17]([CH3:16])[CH2:18][C:19]3[S:20][CH:21]=[CH:22][CH:23]=3)=[O:15])[CH2:9][CH2:10][CH2:11][CH2:12]2)=[CH:6][CH:7]=1. The catalyst is C(Cl)Cl.CN(C1C=CN=CC=1)C. The yield is 0.600. The reactants are [F:1][C:2]1[CH:7]=[CH:6][C:5]([C:8]2([C:13]([OH:15])=O)[CH2:12][CH2:11][CH2:10][CH2:9]2)=[CH:4][CH:3]=1.[CH3:16][NH:17][CH2:18][C:19]1[S:20][CH:21]=[CH:22][CH:23]=1.C(N(CC)CC)C.CCN=C=NCCCN(C)C. (3) The reactants are [Cl:1][C:2]1[CH:3]=[N:4][CH:5]=[C:6]([Cl:21])[C:7]=1[CH2:8][C@@H:9]([C:11]1[CH:16]=[CH:15][C:14]([O:17][CH3:18])=[C:13]([O:19][CH3:20])[CH:12]=1)[OH:10].C(OCC)(=[O:24])C. No catalyst specified. The product is [Cl:21][C:6]1[CH:5]=[N+:4]([O-:24])[CH:3]=[C:2]([Cl:1])[C:7]=1[CH2:8][C@@H:9]([C:11]1[CH:16]=[CH:15][C:14]([O:17][CH3:18])=[C:13]([O:19][CH3:20])[CH:12]=1)[OH:10]. The yield is 0.410. (4) The catalyst is C1(C)C=CC=CC=1. The reactants are [C:1]([C:4]1[N:9]=[C:8]([C:10]2[CH:15]=[CH:14][C:13]([C@H:16]3[CH2:21][CH2:20][C@H:19]([CH2:22][C:23]([OH:25])=[O:24])[CH2:18][CH2:17]3)=[CH:12][CH:11]=2)[C:7]([CH3:26])=[N:6][CH:5]=1)(=O)[NH2:2].COC1C=CC(P2(SP(C3C=CC(OC)=CC=3)(=S)S2)=[S:36])=CC=1.CC1C(C(N)=O)=N[C:53]([C:57]2[CH:62]=[CH:62][C:57]([C@H:53]3CC[C@H](CC(NS(C)(=O)=O)=O)CC3)=[CH:58][CH:58]=2)=C(C)N=1. The yield is 0.890. The product is [NH2:2][C:1]([C:4]1[N:9]=[C:8]([C:10]2[CH:11]=[CH:12][C:13]([C@H:16]3[CH2:17][CH2:18][C@H:19]([CH2:22][C:23]([O:25][C:57]([CH3:62])([CH3:58])[CH3:53])=[O:24])[CH2:20][CH2:21]3)=[CH:14][CH:15]=2)[C:7]([CH3:26])=[N:6][CH:5]=1)=[S:36]. (5) The reactants are [CH3:1][C:2]1[O:6][N:5]=[C:4]([C:7]2[CH:12]=[CH:11][CH:10]=[CH:9][CH:8]=2)[C:3]=1[CH2:13][O:14][C:15]1[CH:23]=[CH:22][C:18]([C:19]([OH:21])=O)=[CH:17][N:16]=1.[CH:24]1([NH2:29])[CH2:28][CH2:27][CH2:26][CH2:25]1. No catalyst specified. The product is [CH:24]1([NH:29][C:19](=[O:21])[C:18]2[CH:22]=[CH:23][C:15]([O:14][CH2:13][C:3]3[C:4]([C:7]4[CH:8]=[CH:9][CH:10]=[CH:11][CH:12]=4)=[N:5][O:6][C:2]=3[CH3:1])=[N:16][CH:17]=2)[CH2:28][CH2:27][CH2:26][CH2:25]1. The yield is 0.810.